This data is from Catalyst prediction with 721,799 reactions and 888 catalyst types from USPTO. The task is: Predict which catalyst facilitates the given reaction. Reactant: C[O:2][C:3]1[N:4]=[N:5][C:6]([C:15]2[CH:20]=[CH:19][C:18]([CH2:21][N:22]3[CH2:27][CH2:26][CH:25]([C:28]4[CH:32]=[C:31]([C:33]5[CH:38]=[CH:37][CH:36]=[CH:35][N:34]=5)[NH:30][N:29]=4)[CH2:24][CH2:23]3)=[CH:17][CH:16]=2)=[C:7]([C:9]2[CH:14]=[CH:13][CH:12]=[CH:11][CH:10]=2)[CH:8]=1.Cl.N1C=CC=CC=1.C([O-])(O)=O.[Na+]. Product: [C:9]1([C:7]2[CH:8]=[C:3]([OH:2])[N:4]=[N:5][C:6]=2[C:15]2[CH:16]=[CH:17][C:18]([CH2:21][N:22]3[CH2:27][CH2:26][CH:25]([C:28]4[CH:32]=[C:31]([C:33]5[CH:38]=[CH:37][CH:36]=[CH:35][N:34]=5)[NH:30][N:29]=4)[CH2:24][CH2:23]3)=[CH:19][CH:20]=2)[CH:14]=[CH:13][CH:12]=[CH:11][CH:10]=1. The catalyst class is: 6.